This data is from Full USPTO retrosynthesis dataset with 1.9M reactions from patents (1976-2016). The task is: Predict the reactants needed to synthesize the given product. (1) Given the product [NH2:24][C:23]1[CH:27]=[CH:28][C:20]([C:12]2[C:13]3[C:18](=[CH:17][C:16]([F:19])=[CH:15][CH:14]=3)[NH:10][CH:11]=2)=[CH:21][C:22]=1[OH:26], predict the reactants needed to synthesize it. The reactants are: C1(S([N:10]2[C:18]3[C:13](=[CH:14][CH:15]=[C:16]([F:19])[CH:17]=3)[C:12]([C:20]3[CH:28]=[CH:27][C:23]4[N:24]=C[O:26][C:22]=4[CH:21]=3)=[CH:11]2)(=O)=O)C=CC=CC=1.[OH-].[Na+]. (2) The reactants are: [N:1]1C=CC=C(CNC(C2(CC3C=CC=CC=3)CCNCC2)=O)C=1.Cl.C(OC([N:32]1[CH2:37][CH2:36][C:35]([CH2:41][C:42]2[CH:47]=[CH:46][C:45]([F:48])=[CH:44][CH:43]=2)([C:38]([OH:40])=O)[CH2:34][CH2:33]1)=O)(C)(C)C.[CH2:49]([NH2:56])[C:50]1[CH:55]=[CH:54][CH:53]=[CH:52][CH:51]=1. Given the product [CH2:49]([NH:56][C:38]([C:35]1([CH2:41][C:42]2[CH:43]=[CH:44][C:45]([F:48])=[CH:46][CH:47]=2)[CH2:34][CH2:33][NH:32][CH2:37][CH2:36]1)=[O:40])[C:50]1[CH:55]=[CH:54][CH:53]=[CH:52][CH:51]=1.[NH3:1], predict the reactants needed to synthesize it. (3) Given the product [F:1][C:2]1[CH:3]=[C:4]([CH:24]=[CH:25][CH:26]=1)[CH2:5][N:6]1[CH2:10][CH2:9][N:8]([C@@H:11]([C:19]([CH3:20])([CH3:21])[CH3:22])[C:12]([OH:14])=[O:13])[C:7]1=[O:23], predict the reactants needed to synthesize it. The reactants are: [F:1][C:2]1[CH:3]=[C:4]([CH:24]=[CH:25][CH:26]=1)[CH2:5][N:6]1[CH2:10][CH2:9][N:8]([C@@H:11]([C:19]([CH3:22])([CH3:21])[CH3:20])[C:12]([O:14]C(C)(C)C)=[O:13])[C:7]1=[O:23].FC(F)(F)C(O)=O. (4) Given the product [F:21][C:22]1[CH:23]=[C:24]([CH:28]=[C:29]([C:31]([F:32])([F:33])[F:34])[CH:30]=1)[C:25]([N:15]([C:10]1[CH:11]=[N:12][CH:13]=[CH:14][C:9]=1[C:8]1[C:3]([O:2][CH3:1])=[N:4][CH:5]=[CH:6][CH:7]=1)[CH2:16][C:17]([F:18])([F:20])[F:19])=[O:26], predict the reactants needed to synthesize it. The reactants are: [CH3:1][O:2][C:3]1[C:8]([C:9]2[CH:14]=[CH:13][N:12]=[CH:11][C:10]=2[NH:15][CH2:16][C:17]([F:20])([F:19])[F:18])=[CH:7][CH:6]=[CH:5][N:4]=1.[F:21][C:22]1[CH:23]=[C:24]([CH:28]=[C:29]([C:31]([F:34])([F:33])[F:32])[CH:30]=1)[C:25](O)=[O:26]. (5) Given the product [CH:25]1([C:31]([N:22]2[CH2:23][CH2:24][CH:19]([CH2:18][O:17][C:14]3[CH:13]=[CH:12][C:11]([C:8]4[CH:9]=[CH:10][C:5]([S:2]([CH3:1])(=[O:3])=[O:4])=[CH:6][CH:7]=4)=[CH:16][N:15]=3)[CH2:20][CH2:21]2)=[O:32])[CH2:30][CH2:29][CH2:28][CH2:27][CH2:26]1, predict the reactants needed to synthesize it. The reactants are: [CH3:1][S:2]([C:5]1[CH:10]=[CH:9][C:8]([C:11]2[CH:12]=[CH:13][C:14]([O:17][CH2:18][CH:19]3[CH2:24][CH2:23][NH:22][CH2:21][CH2:20]3)=[N:15][CH:16]=2)=[CH:7][CH:6]=1)(=[O:4])=[O:3].[CH:25]1([C:31](O)=[O:32])[CH2:30][CH2:29][CH2:28][CH2:27][CH2:26]1. (6) Given the product [CH2:1]([O:3][C:4](=[O:22])[CH2:5][CH2:6][C:7]1[CH:12]=[CH:11][C:10]([C@H:13]2[CH2:17][CH2:16][C@@H:15]([OH:18])[CH2:14]2)=[CH:9][CH:8]=1)[CH3:2], predict the reactants needed to synthesize it. The reactants are: [CH2:1]([O:3][C:4](=[O:22])[CH2:5][CH2:6][C:7]1[CH:12]=[CH:11][C:10]([CH:13]2[CH2:17][CH2:16][CH:15]([O:18]C(=O)C)[CH2:14]2)=[CH:9][CH:8]=1)[CH3:2].C([O-])([O-])=O.[K+].[K+]. (7) Given the product [Cl:1][C:2]1[C:7]([F:8])=[CH:6][CH:5]=[C:4]([O:9][CH3:10])[C:3]=1[C@H:11]([C:13]1[C:21]2[C:16](=[N:17][CH:18]=[C:19]([C:22]3[C:23]([CH3:38])=[N:24][N:25]([C@H:27]4[CH2:32][CH2:31][C@H:30]([C:33]([OH:35])=[O:34])[CH2:29][CH2:28]4)[CH:26]=3)[CH:20]=2)[NH:15][CH:14]=1)[CH3:12], predict the reactants needed to synthesize it. The reactants are: [Cl:1][C:2]1[C:7]([F:8])=[CH:6][CH:5]=[C:4]([O:9][CH3:10])[C:3]=1[C@H:11]([C:13]1[C:21]2[C:16](=[N:17][CH:18]=[C:19]([C:22]3[C:23]([CH3:38])=[N:24][N:25]([C@H:27]4[CH2:32][CH2:31][C@H:30]([C:33]([O:35]CC)=[O:34])[CH2:29][CH2:28]4)[CH:26]=3)[CH:20]=2)[NH:15][CH:14]=1)[CH3:12].CO.[OH-].[Li+].O. (8) Given the product [CH2:15]([O:17][C:18]([C:20]1([NH:29][C:8](=[O:10])[C:7]2[CH:11]=[CH:12][CH:13]=[CH:14][C:6]=2[C:2]([CH3:1])([CH3:5])[CH2:3][CH3:4])[CH2:28][C:27]2[C:22](=[CH:23][CH:24]=[CH:25][CH:26]=2)[CH2:21]1)=[O:19])[CH3:16], predict the reactants needed to synthesize it. The reactants are: [CH3:1][C:2]([C:6]1[CH:14]=[CH:13][CH:12]=[CH:11][C:7]=1[C:8]([OH:10])=O)([CH3:5])[CH2:3][CH3:4].[CH2:15]([O:17][C:18]([C:20]1([NH2:29])[CH2:28][C:27]2[C:22](=[CH:23][CH:24]=[CH:25][CH:26]=2)[CH2:21]1)=[O:19])[CH3:16].CN(C(ON1N=NC2C=CC=NC1=2)=[N+](C)C)C.F[P-](F)(F)(F)(F)F.CCN(C(C)C)C(C)C. (9) Given the product [C:2]1([N:8]2[CH2:13][CH2:12][CH2:11][CH2:10][CH2:9]2)[CH:7]=[CH:6][CH:5]=[CH:4][CH:3]=1, predict the reactants needed to synthesize it. The reactants are: Cl[C:2]1[CH:7]=[CH:6][CH:5]=[CH:4][CH:3]=1.[NH:8]1[CH2:13][CH2:12][CH2:11][CH2:10][CH2:9]1. (10) Given the product [CH2:12]([O:11][CH2:10][CH2:9][O:8][CH2:7][CH2:6][O:5][CH2:4][CH2:3][OH:2])[CH:13]=[CH2:14], predict the reactants needed to synthesize it. The reactants are: C[O:2][C:3](=O)[CH2:4][O:5][CH2:6][CH2:7][O:8][CH2:9][CH2:10][O:11][CH2:12][CH:13]=[CH2:14].[H-].[H-].[H-].[H-].[Li+].[Al+3].